Dataset: Reaction yield outcomes from USPTO patents with 853,638 reactions. Task: Predict the reaction yield, written as a fraction of the theoretical maximum amount of product (1.0 means a 100% yield; for example, 0.34 means a 34% yield). (1) The reactants are OO.[Cl:3][C:4]1[CH:5]=[CH:6][C:7]([O:31][CH3:32])=[C:8]([CH:30]=1)[C:9]([NH:11][CH2:12][CH2:13][CH:14]1[CH2:19][CH2:18][N:17]([S:20]([NH:23][C:24]([NH:26][CH:27]([CH3:29])[CH3:28])=S)(=[O:22])=[O:21])[CH2:16][CH2:15]1)=[O:10].S([O-])([O-])=[O:34].[Na+].[Na+].Cl. The catalyst is [OH-].[Na+]. The product is [Cl:3][C:4]1[CH:5]=[CH:6][C:7]([O:31][CH3:32])=[C:8]([CH:30]=1)[C:9]([NH:11][CH2:12][CH2:13][CH:14]1[CH2:19][CH2:18][N:17]([S:20]([NH:23][C:24]([NH:26][CH:27]([CH3:29])[CH3:28])=[O:34])(=[O:22])=[O:21])[CH2:16][CH2:15]1)=[O:10]. The yield is 0.450. (2) The reactants are Cl[CH2:2][CH2:3][CH2:4][C:5]1[C:6](F)=[N:7][CH:8]=[CH:9][C:10]=1[I:11].[NH4+:13].[OH-].C([O-])(=O)C.[NH4+].[I-].[K+].C(=O)([O-])[O-].[K+].[K+]. The catalyst is CCOC(C)=O.CN(C=O)C. The product is [I:11][C:10]1[CH:9]=[CH:8][N:7]=[C:6]2[C:5]=1[CH2:4][CH2:3][CH2:2][NH:13]2. The yield is 0.690.